Predict the product of the given reaction. From a dataset of Forward reaction prediction with 1.9M reactions from USPTO patents (1976-2016). Given the reactants N1[CH:5]=[CH:4]N=C1.Br[CH2:7][C:8]([C:10]1C=C[CH:13]=[CH:12][CH:11]=1)=[O:9].CN(C=[O:20])C, predict the reaction product. The product is: [C:8]([O:20][CH2:4][CH3:5])(=[O:9])[CH3:10].[CH3:7][CH2:8][CH2:10][CH2:11][CH2:12][CH3:13].